From a dataset of Catalyst prediction with 721,799 reactions and 888 catalyst types from USPTO. Predict which catalyst facilitates the given reaction. Reactant: C([O:8][CH2:9][C:10]1[N:15]=[CH:14][N:13]=[C:12]([O:16][C:17]2[CH:18]=[C:19]3[C:23](=[CH:24][CH:25]=2)[N:22]([C:26](=[O:28])[CH3:27])[CH:21]=[CH:20]3)[CH:11]=1)C1C=CC=CC=1.FC(F)(F)C(O)=O.C(=O)(O)[O-].[Na+].O. Product: [OH:8][CH2:9][C:10]1[N:15]=[CH:14][N:13]=[C:12]([O:16][C:17]2[CH:18]=[C:19]3[C:23](=[CH:24][CH:25]=2)[N:22]([C:26](=[O:28])[CH3:27])[CH:21]=[CH:20]3)[CH:11]=1. The catalyst class is: 11.